This data is from Forward reaction prediction with 1.9M reactions from USPTO patents (1976-2016). The task is: Predict the product of the given reaction. (1) Given the reactants I[C:2]1[CH:3]=[C:4]2[N:10]=[C:9]([NH2:11])[N:8]([CH2:12][C:13]3[CH:18]=[CH:17][C:16]([O:19][CH2:20][C:21]4[CH:22]=[N:23][C:24]([O:27][CH3:28])=[CH:25][CH:26]=4)=[C:15]([O:29][CH3:30])[CH:14]=3)[C:5]2=[N:6][CH:7]=1.[CH2:31]([OH:35])[CH2:32][C:33]#[CH:34], predict the reaction product. The product is: [NH2:11][C:9]1[N:8]([CH2:12][C:13]2[CH:18]=[CH:17][C:16]([O:19][CH2:20][C:21]3[CH:22]=[N:23][C:24]([O:27][CH3:28])=[CH:25][CH:26]=3)=[C:15]([O:29][CH3:30])[CH:14]=2)[C:5]2=[N:6][CH:7]=[C:2]([C:34]#[C:33][CH2:32][CH2:31][OH:35])[CH:3]=[C:4]2[N:10]=1. (2) Given the reactants [C:1]([C:3]1[N:8]=[CH:7][CH:6]=[CH:5][N:4]=1)#[N:2].[CH2:9]1COC[CH2:10]1.C([Mg]Br)C.B(F)(F)F, predict the reaction product. The product is: [N:4]1[CH:5]=[CH:6][CH:7]=[N:8][C:3]=1[C:1]1([NH2:2])[CH2:10][CH2:9]1. (3) Given the reactants [CH:1](=O)[C:2]1[CH:7]=[CH:6][CH:5]=[CH:4][CH:3]=1.C(O)(=O)C.[NH2:13][C:14]1[CH:23]=[CH:22][C:17]([C:18]([O:20][CH3:21])=[O:19])=[C:16]([O:24][CH3:25])[CH:15]=1.C([BH3-])#N.[Na+], predict the reaction product. The product is: [CH2:1]([NH:13][C:14]1[CH:23]=[CH:22][C:17]([C:18]([O:20][CH3:21])=[O:19])=[C:16]([O:24][CH3:25])[CH:15]=1)[C:2]1[CH:7]=[CH:6][CH:5]=[CH:4][CH:3]=1. (4) Given the reactants [C:1]([C:4]1[C:5]([NH:28][C:29]2[CH:34]=[CH:33][C:32]([C:35]([N:37]3[CH2:42][CH2:41][O:40][CH2:39][CH2:38]3)=[O:36])=[CH:31][CH:30]=2)=[CH:6][C:7]([N:14]2[CH2:19][CH2:18][CH2:17][C@@H:16]([NH:20]C(=O)OC(C)(C)C)[CH2:15]2)=[N:8][C:9]=1[O:10][CH2:11][CH2:12][CH3:13])(=[O:3])[NH2:2].C(O)(C(F)(F)F)=O, predict the reaction product. The product is: [NH2:20][C@@H:16]1[CH2:17][CH2:18][CH2:19][N:14]([C:7]2[CH:6]=[C:5]([NH:28][C:29]3[CH:34]=[CH:33][C:32]([C:35]([N:37]4[CH2:38][CH2:39][O:40][CH2:41][CH2:42]4)=[O:36])=[CH:31][CH:30]=3)[C:4]([C:1]([NH2:2])=[O:3])=[C:9]([O:10][CH2:11][CH2:12][CH3:13])[N:8]=2)[CH2:15]1. (5) Given the reactants C[C:2]1[C@H:7]2[C:8](C)(C)[C@H:5]([CH2:6]2)[CH2:4][CH:3]=1.ClC[O:13][CH2:14][C:15]1[CH:20]=[CH:19][CH:18]=[CH:17]C=1.[CH-]1C=CC=C1.[Na+].C1C[O:30]CC1, predict the reaction product. The product is: [CH2:6]([O:30][CH2:17][C@@H:18]1[CH:19]=[CH:20][CH2:15][C@H:14]1[OH:13])[C:7]1[CH:2]=[CH:3][CH:4]=[CH:5][CH:8]=1. (6) Given the reactants [C:1]1([CH:7]([C:28]2[CH:33]=[CH:32][CH:31]=[CH:30][CH:29]=2)[N:8]2[C:16]3[C:11](=[CH:12][CH:13]=[CH:14][CH:15]=3)[C:10](O)([C:17]3[CH:22]=[CH:21][C:20]([O:23][CH3:24])=[CH:19][C:18]=3[OH:25])[C:9]2=[O:27])[CH:6]=[CH:5][CH:4]=[CH:3][CH:2]=1.FC(F)(F)C(O)=O.C([SiH](CC)CC)C, predict the reaction product. The product is: [C:28]1([CH:7]([C:1]2[CH:6]=[CH:5][CH:4]=[CH:3][CH:2]=2)[N:8]2[C:16]3[C:11](=[CH:12][CH:13]=[CH:14][CH:15]=3)[CH:10]([C:17]3[CH:22]=[CH:21][C:20]([O:23][CH3:24])=[CH:19][C:18]=3[OH:25])[C:9]2=[O:27])[CH:29]=[CH:30][CH:31]=[CH:32][CH:33]=1. (7) Given the reactants [C:1](O)(=O)[CH3:2].[Cl:5][C:6]1[CH:7]=[C:8]([NH:12][N:13]=[C:14]([NH2:19])[CH2:15][O:16]CC)[CH:9]=[CH:10][CH:11]=1.[N:20]([O-])=O.[Na+].[OH2:24], predict the reaction product. The product is: [CH2:1]([O:24][C:15]([C:14]1[N:19]=[N:20][N:12]([C:8]2[CH:9]=[CH:10][CH:11]=[C:6]([Cl:5])[CH:7]=2)[N:13]=1)=[O:16])[CH3:2]. (8) Given the reactants [CH3:1][C:2]1[C:7]([O:8][C:9]2[C:14]([S:15][C:16]3[CH:21]=[CH:20][N:19]=[C:18]4[CH:22]=[CH:23][S:24][C:17]=34)=[CH:13][N:12]=[C:11]([NH:25][C:26]3[S:27][CH:28]=[C:29]([CH:31]4[CH2:36][CH2:35][N:34](C(OC(C)(C)C)=O)[CH2:33][CH2:32]4)[N:30]=3)[CH:10]=2)=[CH:6][CH:5]=[CH:4][N:3]=1.[ClH:44], predict the reaction product. The product is: [ClH:44].[ClH:44].[CH3:1][C:2]1[C:7]([O:8][C:9]2[C:14]([S:15][C:16]3[CH:21]=[CH:20][N:19]=[C:18]4[CH:22]=[CH:23][S:24][C:17]=34)=[CH:13][N:12]=[C:11]([NH:25][C:26]3[S:27][CH:28]=[C:29]([CH:31]4[CH2:36][CH2:35][NH:34][CH2:33][CH2:32]4)[N:30]=3)[CH:10]=2)=[CH:6][CH:5]=[CH:4][N:3]=1. (9) Given the reactants [CH3:1][O:2][C:3](=[O:13])[C:4]1[CH:9]=[C:8]([O:10]C)[CH:7]=[CH:6][C:5]=1[Br:12].B(Br)(Br)Br.CO.C([O-])(O)=O.[Na+], predict the reaction product. The product is: [CH3:1][O:2][C:3](=[O:13])[C:4]1[CH:9]=[C:8]([OH:10])[CH:7]=[CH:6][C:5]=1[Br:12].